From a dataset of Forward reaction prediction with 1.9M reactions from USPTO patents (1976-2016). Predict the product of the given reaction. Given the reactants S(O)(O)(=O)=O.[CH3:6][S:7][C:8](=[NH:10])[NH2:9].[F:11][CH:12]([C:17](OC)=[O:18])[C:13](OC)=[O:14].C[O-].[Na+], predict the reaction product. The product is: [F:11][C:12]1[C:13](=[O:14])[N:10]=[C:8]([S:7][CH3:6])[NH:9][C:17]=1[OH:18].